Dataset: NCI-60 drug combinations with 297,098 pairs across 59 cell lines. Task: Regression. Given two drug SMILES strings and cell line genomic features, predict the synergy score measuring deviation from expected non-interaction effect. (1) Drug 2: CCCCCOC(=O)NC1=NC(=O)N(C=C1F)C2C(C(C(O2)C)O)O. Drug 1: CC(CN1CC(=O)NC(=O)C1)N2CC(=O)NC(=O)C2. Cell line: HCC-2998. Synergy scores: CSS=18.0, Synergy_ZIP=-5.18, Synergy_Bliss=4.17, Synergy_Loewe=4.50, Synergy_HSA=4.19. (2) Drug 1: CCC1(CC2CC(C3=C(CCN(C2)C1)C4=CC=CC=C4N3)(C5=C(C=C6C(=C5)C78CCN9C7C(C=CC9)(C(C(C8N6C=O)(C(=O)OC)O)OC(=O)C)CC)OC)C(=O)OC)O.OS(=O)(=O)O. Drug 2: CC1=C(C=C(C=C1)NC(=O)C2=CC=C(C=C2)CN3CCN(CC3)C)NC4=NC=CC(=N4)C5=CN=CC=C5. Cell line: OVCAR-4. Synergy scores: CSS=3.37, Synergy_ZIP=-0.650, Synergy_Bliss=1.24, Synergy_Loewe=1.69, Synergy_HSA=1.28. (3) Drug 1: C1=C(C(=O)NC(=O)N1)N(CCCl)CCCl. Drug 2: C(=O)(N)NO. Cell line: OVCAR-8. Synergy scores: CSS=20.1, Synergy_ZIP=-10.9, Synergy_Bliss=-5.09, Synergy_Loewe=-20.1, Synergy_HSA=-3.33. (4) Drug 1: CN1CCC(CC1)COC2=C(C=C3C(=C2)N=CN=C3NC4=C(C=C(C=C4)Br)F)OC. Drug 2: C1CC(=O)NC(=O)C1N2C(=O)C3=CC=CC=C3C2=O. Cell line: K-562. Synergy scores: CSS=37.5, Synergy_ZIP=4.21, Synergy_Bliss=11.2, Synergy_Loewe=-28.5, Synergy_HSA=10.4.